Dataset: Forward reaction prediction with 1.9M reactions from USPTO patents (1976-2016). Task: Predict the product of the given reaction. (1) Given the reactants [CH3:1][O:2][C:3]1[CH:9]=[CH:8][C:6]([NH2:7])=[C:5]([N+:10]([O-:12])=[O:11])[CH:4]=1.Br[CH2:14][C:15]([O:17][CH2:18][CH3:19])=[O:16].C(=O)([O-])[O-].[K+].[K+], predict the reaction product. The product is: [CH3:1][O:2][C:3]1[CH:9]=[CH:8][C:6]([NH:7][CH2:14][C:15]([O:17][CH2:18][CH3:19])=[O:16])=[C:5]([N+:10]([O-:12])=[O:11])[CH:4]=1. (2) Given the reactants [C:1]([C:5]1[CH:10]=[CH:9][C:8]([C:11]2[S:12][CH:13]=[C:14]([C:17](C)=O)[C:15]=2[OH:16])=[CH:7][CH:6]=1)([CH3:4])([CH3:3])[CH3:2].[Br:20]N1C(=O)CCC1=O.C(OO[C:38](=[O:45])C1C=CC=CC=1)(=O)C1C=CC=CC=1.O, predict the reaction product. The product is: [Br:20][C:13]1[S:12](=[C:38]=[O:45])[C:11]([C:8]2[CH:7]=[CH:6][C:5]([C:1]([CH3:2])([CH3:3])[CH3:4])=[CH:10][CH:9]=2)=[C:15]([OH:16])[C:14]=1[CH3:17]. (3) Given the reactants C([O:8][C:9]1[CH:18]=[C:17]2[C:12]([C:13]([N:20]3[CH2:24][CH2:23][CH2:22][CH2:21]3)=[CH:14][C:15]([CH3:19])=[N:16]2)=[CH:11][C:10]=1[Br:25])C1C=CC=CC=1.[Na], predict the reaction product. The product is: [Br:25][C:10]1[CH:11]=[C:12]2[C:17](=[CH:18][C:9]=1[OH:8])[N:16]=[C:15]([CH3:19])[CH:14]=[C:13]2[N:20]1[CH2:24][CH2:23][CH2:22][CH2:21]1. (4) Given the reactants C([O-])([O-])=O.[K+].[K+].[CH3:7][O:8][C:9]1[CH:10]=[C:11]([NH:19][C:20]2[CH:25]=[N:24][CH:23]=[C:22](Cl)[N:21]=2)[CH:12]=[C:13]([O:17][CH3:18])[C:14]=1[O:15][CH3:16].[C:27]1([OH:33])[CH:32]=[CH:31][CH:30]=[CH:29][CH:28]=1, predict the reaction product. The product is: [O:33]([C:22]1[N:21]=[C:20]([NH:19][C:11]2[CH:10]=[C:9]([O:8][CH3:7])[C:14]([O:15][CH3:16])=[C:13]([O:17][CH3:18])[CH:12]=2)[CH:25]=[N:24][CH:23]=1)[C:27]1[CH:32]=[CH:31][CH:30]=[CH:29][CH:28]=1. (5) Given the reactants [H-].[Na+].[Br:3][C:4]1[C:10]([CH3:11])=[CH:9][CH:8]=[CH:7][C:5]=1[NH2:6].Br[CH2:13][CH2:14][O:15][Si:16]([C:19]([CH3:22])([CH3:21])[CH3:20])([CH3:18])[CH3:17], predict the reaction product. The product is: [Br:3][C:4]1[C:10]([CH3:11])=[CH:9][CH:8]=[CH:7][C:5]=1[NH:6][CH2:13][CH2:14][O:15][Si:16]([C:19]([CH3:22])([CH3:21])[CH3:20])([CH3:18])[CH3:17]. (6) Given the reactants [Br:1][C:2]1[C:3]([O:9][C@@H:10]2[CH2:14][CH2:13][O:12][CH2:11]2)=[N:4][C:5](Cl)=[N:6][CH:7]=1.Cl.[CH3:16][CH:17]1[CH2:22][CH2:21][CH2:20][CH:19]([CH3:23])[CH:18]1[NH2:24], predict the reaction product. The product is: [O:12]1[CH2:13][CH2:14][C@@H:10]([O:9][C:3]2[C:2]([Br:1])=[CH:7][N:6]=[C:5]([NH:24][CH:18]3[CH:19]([CH3:23])[CH2:20][CH2:21][CH2:22][CH:17]3[CH3:16])[N:4]=2)[CH2:11]1. (7) Given the reactants C(N(CC)CC)C.Cl.[CH3:9][O:10][NH2:11].C([O:14][C:15]([C:17]1[C:18](=[O:45])[C:19]2[CH:24]=[N:23][C:22]([NH:25][CH2:26][CH2:27][CH2:28][N:29]3[CH:33]=[CH:32][N:31]=[CH:30]3)=[N:21][C:20]=2[N:34]([C:36]2[CH:37]=[C:38]3[C:42](=[CH:43][CH:44]=2)[CH2:41][CH2:40][CH2:39]3)[CH:35]=1)=O)C, predict the reaction product. The product is: [CH3:9][O:10][NH:11][C:15]([C:17]1[C:18](=[O:45])[C:19]2[CH:24]=[N:23][C:22]([NH:25][CH2:26][CH2:27][CH2:28][N:29]3[CH:33]=[CH:32][N:31]=[CH:30]3)=[N:21][C:20]=2[N:34]([C:36]2[CH:37]=[C:38]3[C:42](=[CH:43][CH:44]=2)[CH2:41][CH2:40][CH2:39]3)[CH:35]=1)=[O:14].